This data is from Catalyst prediction with 721,799 reactions and 888 catalyst types from USPTO. The task is: Predict which catalyst facilitates the given reaction. (1) Reactant: [BH4-].[Na+].C(C(CCCC)C(O)=O)C.Cl.[CH3:14][O:15][C:16](=[O:19])[CH2:17][NH2:18].[CH3:20][N:21]1[CH:25]2[CH2:26][C:27]([CH2:29][CH:22]1[CH2:23][CH2:24]2)=O. Product: [CH3:20][N:21]1[CH:25]2[CH2:24][CH2:23][CH:22]1[CH2:29][CH:27]([NH:18][CH2:17][C:16]([O:15][CH3:14])=[O:19])[CH2:26]2. The catalyst class is: 2. (2) Reactant: [CH3:1][C:2]1[CH:7]=[C:6]([CH3:8])[CH:5]=[C:4]([CH3:9])[C:3]=1[NH:10][C:11]1[CH:16]=[CH:15][N:14]=[C:13]([NH:17][C:18]2[CH:25]=[CH:24][C:21]([C:22]#[N:23])=[CH:20][CH:19]=2)[N:12]=1.C[OH:27]. Product: [CH3:1][C:2]1[CH:7]=[C:6]([CH3:8])[CH:5]=[C:4]([CH3:9])[C:3]=1[NH:10][C:11]1[CH:16]=[CH:15][N:14]=[C:13]([NH:17][C:18]2[CH:25]=[CH:24][C:21]([C:22]([NH2:23])=[O:27])=[CH:20][CH:19]=2)[N:12]=1. The catalyst class is: 6. (3) Reactant: [C:1](Cl)(=O)[C:2]([Cl:4])=[O:3].CN(C=O)C.[C:12](O)(=O)[C:13]1C=C[CH:16]=[N:15][CH:14]=1. Product: [C:2]([Cl:4])(=[O:3])[C:1]1[CH:12]=[CH:13][CH:14]=[N:15][CH:16]=1. The catalyst class is: 2. (4) Reactant: [Cl:1][C:2]1[C:11]([CH:12]=[O:13])=[CH:10][C:9]2[C:4](=[CH:5][CH:6]=[C:7]([O:14][CH3:15])[CH:8]=2)[N:3]=1.CO.[BH4-].[Na+].CC(C)=O. Product: [Cl:1][C:2]1[C:11]([CH2:12][OH:13])=[CH:10][C:9]2[C:4](=[CH:5][CH:6]=[C:7]([O:14][CH3:15])[CH:8]=2)[N:3]=1. The catalyst class is: 84. (5) Product: [Br:1][C:2]1[CH:7]=[CH:6][C:5]([F:8])=[C:4]([C:9]([N+:10]([O-:12])=[O:11])([CH2:13][OH:14])[CH2:23][OH:22])[CH:3]=1. The catalyst class is: 170. Reactant: [Br:1][C:2]1[CH:7]=[CH:6][C:5]([F:8])=[C:4]([CH2:9][N+:10]([O-:12])=[O:11])[CH:3]=1.[CH2:13]=[O:14].CCN(CC)CC.[O:22]1CCOC[CH2:23]1.